From a dataset of Reaction yield outcomes from USPTO patents with 853,638 reactions. Predict the reaction yield, written as a fraction of the theoretical maximum amount of product (1.0 means a 100% yield; for example, 0.34 means a 34% yield). (1) The reactants are Br[C:2]1[CH:7]=[CH:6][C:5]([OH:8])=[CH:4][C:3]=1[CH2:9][N:10]1[CH2:15][CH2:14][O:13][CH2:12][CH2:11]1.C([Li])(C)(C)C.[B:21](OC(C)C)([O:26]C(C)C)[O:22]C(C)C.[NH4+].[Cl-]. The catalyst is C1COCC1.C(OCC)(=O)C. The product is [OH:8][C:5]1[CH:6]=[CH:7][C:2]([B:21]([OH:26])[OH:22])=[C:3]([CH2:9][N:10]2[CH2:15][CH2:14][O:13][CH2:12][CH2:11]2)[CH:4]=1. The yield is 0.970. (2) The reactants are [Br:1][C:2]1[CH:3]=[C:4]([CH:12]=[CH:13][C:14]=1I)[C:5]([NH:7][S:8]([CH3:11])(=[O:10])=[O:9])=[O:6].[Cl:16][C:17]1[C:18]([F:32])=[N:19][CH:20]=[C:21](B2OC(C)(C)C(C)(C)O2)[CH:22]=1.C([O-])([O-])=O.[Na+].[Na+]. The catalyst is C1C=CC(/C=C/C(/C=C/C2C=CC=CC=2)=O)=CC=1.C1C=CC(/C=C/C(/C=C/C2C=CC=CC=2)=O)=CC=1.C1C=CC(/C=C/C(/C=C/C2C=CC=CC=2)=O)=CC=1.[Pd].[Pd].O1CCOCC1. The product is [Br:1][C:2]1[CH:3]=[C:4]([CH:12]=[CH:13][C:14]=1[C:21]1[CH:20]=[N:19][C:18]([F:32])=[C:17]([Cl:16])[CH:22]=1)[C:5]([NH:7][S:8]([CH3:11])(=[O:10])=[O:9])=[O:6]. The yield is 0.636. (3) The reactants are [NH2:1][C:2]1[CH:21]=[CH:20][C:5]([O:6][CH2:7][CH2:8][O:9][S:10]([C:13]2[CH:18]=[CH:17][C:16]([CH3:19])=[CH:15][CH:14]=2)(=[O:12])=[O:11])=[CH:4][C:3]=1[CH2:22][S:23]([C:26]1[CH:31]=[CH:30][CH:29]=[CH:28][CH:27]=1)(=[O:25])=[O:24].Cl.[N:33]([O-])=O.[Na+].C(=O)([O-])[O-].[Na+].[Na+]. The catalyst is C(O)C.O. The product is [C:26]1([S:23]([C:22]2[C:3]3[C:2](=[CH:21][CH:20]=[C:5]([O:6][CH2:7][CH2:8][O:9][S:10]([C:13]4[CH:14]=[CH:15][C:16]([CH3:19])=[CH:17][CH:18]=4)(=[O:11])=[O:12])[CH:4]=3)[NH:1][N:33]=2)(=[O:24])=[O:25])[CH:31]=[CH:30][CH:29]=[CH:28][CH:27]=1. The yield is 0.795. (4) The reactants are [NH2:1][C:2]1[C:11]2[C:6](=[C:7](I)[C:8]([F:12])=[CH:9][CH:10]=2)[N:5]=[N:4][C:3]=1[C:14]([NH:16][CH2:17][CH2:18][CH3:19])=[O:15].[CH3:20][C:21]1[CH:26]=[CH:25][C:24]([F:27])=[CH:23][C:22]=1B(O)O. No catalyst specified. The product is [NH2:1][C:2]1[C:11]2[C:6](=[C:7]([C:26]3[CH:25]=[C:24]([F:27])[CH:23]=[CH:22][C:21]=3[CH3:20])[C:8]([F:12])=[CH:9][CH:10]=2)[N:5]=[N:4][C:3]=1[C:14]([NH:16][CH2:17][CH2:18][CH3:19])=[O:15]. The yield is 0.580. (5) The reactants are [C:1]([NH:8][CH2:9][CH2:10][NH2:11])([O:3]C(C)(C)C)=O.[C:12]1([CH3:21])[CH:17]=[CH:16][CH:15]=[C:14]([N:18]=C=O)[CH:13]=1. The catalyst is C(#N)C. The product is [CH3:21][C:12]1[CH:13]=[C:14]([NH:18][C:1]([NH:8][CH2:9][CH2:10][NH2:11])=[O:3])[CH:15]=[CH:16][CH:17]=1. The yield is 0.210. (6) The reactants are [NH2:1][C:2]1[C:3]([CH3:10])=[C:4]([CH:7]=[CH:8][CH:9]=1)[C:5]#[N:6].Br.Br[CH:13]([C:15]1[CH:16]=[C:17]([C:32]([N:34]([CH3:36])[CH3:35])=[O:33])[CH:18]=[C:19]2[C:24]=1[O:23][C:22]([N:25]1[CH2:30][CH2:29][O:28][CH2:27][CH2:26]1)=[CH:21][C:20]2=[O:31])[CH3:14]. No catalyst specified. The product is [C:5]([C:4]1[C:3]([CH3:10])=[C:2]([NH:1][CH:13]([C:15]2[CH:16]=[C:17]([C:32]([N:34]([CH3:36])[CH3:35])=[O:33])[CH:18]=[C:19]3[C:24]=2[O:23][C:22]([N:25]2[CH2:30][CH2:29][O:28][CH2:27][CH2:26]2)=[CH:21][C:20]3=[O:31])[CH3:14])[CH:9]=[CH:8][CH:7]=1)#[N:6]. The yield is 0.550.